Dataset: Full USPTO retrosynthesis dataset with 1.9M reactions from patents (1976-2016). Task: Predict the reactants needed to synthesize the given product. (1) Given the product [C:26]([N:22]1[C:23]2[C:19](=[CH:18][C:17]([NH:16][C:7]3[N:6]=[CH:5][C:4]([CH:1]4[CH2:3][CH2:2]4)=[CH:15][C:8]=3[C:9]([O:11][CH2:12][CH:13]=[CH2:14])=[O:10])=[CH:25][CH:24]=2)[CH:20]=[CH:21]1)(=[O:33])[C:27]1[CH:32]=[CH:31][CH:30]=[CH:29][CH:28]=1, predict the reactants needed to synthesize it. The reactants are: [CH:1]1([C:4]2[CH:5]=[N:6][C:7]([NH:16][C:17]3[CH:18]=[C:19]4[C:23](=[CH:24][CH:25]=3)[NH:22][CH:21]=[CH:20]4)=[C:8]([CH:15]=2)[C:9]([O:11][CH2:12][CH:13]=[CH2:14])=[O:10])[CH2:3][CH2:2]1.[C:26](Cl)(=[O:33])[C:27]1[CH:32]=[CH:31][CH:30]=[CH:29][CH:28]=1.C(N(CC)CC)C.C(=O)(O)[O-].[Na+]. (2) Given the product [NH2:1][C:2]1[CH:7]=[C:6]([CH2:8][F:25])[N:5]=[C:4]([C:10]([O:12][CH3:13])=[O:11])[C:3]=1[Cl:14], predict the reactants needed to synthesize it. The reactants are: [NH2:1][C:2]1[CH:7]=[C:6]([CH2:8]O)[N:5]=[C:4]([C:10]([O:12][CH3:13])=[O:11])[C:3]=1[Cl:14].COCCN(S(F)(F)[F:25])CCOC. (3) Given the product [Cl:25][C:22]1[S:21][C:20]([C:3]2[C:2]([C:32]3[CH:31]=[CH:30][CH:29]=[C:28]([CH2:27][OH:26])[CH:33]=3)=[CH:7][N:6]=[C:5]([NH:8][CH2:9][CH2:10][N:11]3[C:15]([CH3:17])([CH3:16])[C:14](=[O:18])[NH:13][C:12]3=[O:19])[N:4]=2)=[CH:24][CH:23]=1, predict the reactants needed to synthesize it. The reactants are: Br[C:2]1[C:3]([C:20]2[S:21][C:22]([Cl:25])=[CH:23][CH:24]=2)=[N:4][C:5]([NH:8][CH2:9][CH2:10][N:11]2[C:15]([CH3:17])([CH3:16])[C:14](=[O:18])[NH:13][C:12]2=[O:19])=[N:6][CH:7]=1.[OH:26][CH2:27][C:28]1[CH:29]=[C:30](B(O)O)[CH:31]=[CH:32][CH:33]=1. (4) Given the product [CH3:1][O:2][C:3]1[C:4]([CH3:13])=[CH:5][CH:6]=[CH:7][N:8]=1, predict the reactants needed to synthesize it. The reactants are: [CH3:1][O:2][C:3]1[N:8]=[C:7]([N+]([O-])=O)[C:6](N)=[CH:5][C:4]=1[CH3:13]. (5) Given the product [O:16]([C:2]1[CH2:6][CH2:5][O:4][N:3]=1)[C:12]1[CH:13]=[CH:14][CH:15]=[CH:10][CH:11]=1, predict the reactants needed to synthesize it. The reactants are: Br[C:2]1[CH2:6][CH2:5][O:4][N:3]=1.COC(=O)[C:10]1[CH:15]=[CH:14][CH:13]=[C:12]([OH:16])[CH:11]=1. (6) Given the product [C:23](=[O:24])([O:16][C@H:11]([CH2:10][N:1]1[C:5]2[CH:6]=[CH:7][CH:8]=[CH:9][C:4]=2[N:3]=[CH:2]1)[C:12]([CH3:13])([CH3:15])[CH3:14])[O:25][C:26]1[CH:27]=[CH:28][C:29]([N+:32]([O-:34])=[O:33])=[CH:30][CH:31]=1, predict the reactants needed to synthesize it. The reactants are: [N:1]1([CH2:10][C@@H:11]([OH:16])[C:12]([CH3:15])([CH3:14])[CH3:13])[C:5]2[CH:6]=[CH:7][CH:8]=[CH:9][C:4]=2[N:3]=[CH:2]1.C([Li])CCC.Cl[C:23]([O:25][C:26]1[CH:31]=[CH:30][C:29]([N+:32]([O-:34])=[O:33])=[CH:28][CH:27]=1)=[O:24].C(=O)(O)[O-].[Na+].